From a dataset of Full USPTO retrosynthesis dataset with 1.9M reactions from patents (1976-2016). Predict the reactants needed to synthesize the given product. (1) Given the product [F:29][C:30]1[CH:31]=[CH:32][C:33]([C:2]2[C:11]3[C:6](=[CH:7][C:8]([CH2:12][N:13]4[CH:17]=[C:16]([C@@:18]([OH:25])([CH2:23][CH3:24])[C:19]([F:20])([F:22])[F:21])[N:15]=[N:14]4)=[CH:9][CH:10]=3)[N:5]=[C:4]([C:26]([NH2:28])=[O:27])[CH:3]=2)=[N:34][CH:35]=1, predict the reactants needed to synthesize it. The reactants are: Cl[C:2]1[C:11]2[C:6](=[CH:7][C:8]([CH2:12][N:13]3[CH:17]=[C:16]([C@@:18]([OH:25])([CH2:23][CH3:24])[C:19]([F:22])([F:21])[F:20])[N:15]=[N:14]3)=[CH:9][CH:10]=2)[N:5]=[C:4]([C:26]([NH2:28])=[O:27])[CH:3]=1.[F:29][C:30]1[CH:31]=[CH:32][C:33](B(O)O)=[N:34][CH:35]=1.C(=O)([O-])[O-].[Cs+].[Cs+]. (2) Given the product [F:17][C:5]([F:16])([C:6]1[CH:15]=[CH:14][C:13]2[C:8](=[CH:9][CH:10]=[CH:11][CH:12]=2)[N:7]=1)[CH2:4][OH:3], predict the reactants needed to synthesize it. The reactants are: C([O:3][C:4](=O)[C:5]([F:17])([F:16])[C:6]1[CH:15]=[CH:14][C:13]2[C:8](=[CH:9][CH:10]=[CH:11][CH:12]=2)[N:7]=1)C.[BH4-].[Na+]. (3) Given the product [CH3:43][CH2:42][O:41][C:39]([CH2:38][CH2:37][N:17]1[C:16]([S:19][CH3:20])=[C:14]2[S:15][C:11]([C:8]3[C@H:9]([CH3:10])[C@@H:5]4[C@@H:4]([C@H:2]([OH:1])[CH3:3])[C:34](=[O:35])[N:6]4[C:7]=3[C:21]([O-:23])=[O:22])=[CH:12][N+:13]2=[CH:18]1)=[O:40], predict the reactants needed to synthesize it. The reactants are: [OH:1][C@@H:2]([C@H:4]1[C:34](=[O:35])[N:6]2[C:7]([C:21]([O:23]CC3C=CC([N+]([O-])=O)=CC=3)=[O:22])=[C:8]([C:11]3[S:15][C:14]4=[C:16]([S:19][CH3:20])[N:17]=[CH:18][N:13]4[CH:12]=3)[C@H:9]([CH3:10])[C@H:5]12)[CH3:3].Br[CH2:37][CH2:38][C:39]([O:41][CH2:42][CH3:43])=[O:40].[I-].[Na+]. (4) Given the product [N+:1]([C:4]1[CH:5]=[C:6]([CH2:10][C:11]([NH:13][C@H:14]([C:16]([NH:20][C@@H:21]([CH2:26][CH3:27])[C:22]([O:24][CH3:25])=[O:23])=[O:18])[CH3:15])=[O:12])[CH:7]=[CH:8][CH:9]=1)([O-:3])=[O:2], predict the reactants needed to synthesize it. The reactants are: [N+:1]([C:4]1[CH:5]=[C:6]([CH2:10][C:11]([NH:13][C@H:14]([C:16]([OH:18])=O)[CH3:15])=[O:12])[CH:7]=[CH:8][CH:9]=1)([O-:3])=[O:2].Cl.[NH2:20][C@@H:21]([CH2:26][CH3:27])[C:22]([O:24][CH3:25])=[O:23]. (5) Given the product [CH2:29]([CH:28]([C:27]1[N:22]2[N:21]=[C:20]([CH3:34])[C:19]([C:12]3[S:11][C:10]([NH2:5])=[N:14][C:13]=3[C:15]([F:16])([F:18])[F:17])=[C:23]2[N:24]=[C:25]([CH3:33])[CH:26]=1)[CH2:31][CH3:32])[CH3:30], predict the reactants needed to synthesize it. The reactants are: NO.CC1[N:5]([C:10]2[S:11][C:12]([C:19]3[C:20]([CH3:34])=[N:21][N:22]4[C:27]([CH:28]([CH2:31][CH3:32])[CH2:29][CH3:30])=[CH:26][C:25]([CH3:33])=[N:24][C:23]=34)=[C:13]([C:15]([F:18])([F:17])[F:16])[N:14]=2)C(C)=CC=1.C(OCC)C. (6) The reactants are: O=C(OCC[N+](C)(C)C)[C@@H]([C@H]([C@@H]([C@@H](CO)O)O)O)O.C1N(CCO)CCN(CCS(O)(=O)=O)C1.C(O)[C:36](N)([CH2:39]O)[CH2:37][OH:38].COC1C=[CH:47][C:48]2[C:53]3[CH2:54][CH2:55][N:56]4C[C@H]5C[C@@H](OC(C6C=C(OC)C(OC)=C(OC)C=6)=O)[C@H](OC)[C@@H](C(OC)=O)[C@H]5C[C@@H]4[C:52]=3[NH:51][C:49]=2C=1. Given the product [CH:36]1[C:37]([OH:38])=[CH:47][C:48]2[C:53]([CH2:54][CH2:55][NH2:56])=[CH:52][NH:51][C:49]=2[CH:39]=1, predict the reactants needed to synthesize it. (7) Given the product [CH3:41][C:42]1[N:43]=[C:44]([NH:1][C:2]2[S:3][C:4]3[C:9]([N:10]=2)=[CH:8][CH:7]=[C:6]([C:11]2[CH:12]=[C:13]([CH:17]=[CH:18][CH:19]=2)[C:14]([NH:67][C:66]2[CH:68]=[CH:69][CH:70]=[C:64]([C:63]([F:71])([F:72])[F:62])[CH:65]=2)=[O:16])[N:5]=3)[CH:26]=[C:24]([N:23]2[CH2:27][CH2:28][NH:30][CH2:22][CH2:20]2)[N:38]=1, predict the reactants needed to synthesize it. The reactants are: [NH2:1][C:2]1[S:3][C:4]2[C:9]([N:10]=1)=[CH:8][CH:7]=[C:6]([C:11]1[CH:12]=[C:13]([CH:17]=[CH:18][CH:19]=1)[C:14]([OH:16])=O)[N:5]=2.[CH:20]([N:23]([CH2:27][CH3:28])[CH:24]([CH3:26])C)([CH3:22])C.C[NH3+:30].F[P-](F)(F)(F)(F)F.[N:38]1(OC(N(C)C)=[N+](C)C)[C:42]2[N:43]=[CH:44]C=C[C:41]=2N=N1.F[P-](F)(F)(F)(F)F.[F:62][C:63]([F:72])([F:71])[C:64]1[CH:65]=[C:66]([CH:68]=[CH:69][CH:70]=1)[NH2:67].[NH4+].[Cl-]. (8) Given the product [C:1]([O:5][C:6](=[O:21])[CH2:7][C@@H:8]([CH2:12][CH2:13][CH2:14][CH:15]1[CH2:16][CH2:17][CH2:18][CH2:19][CH2:20]1)[C:9]([OH:11])=[O:10])([CH3:4])([CH3:2])[CH3:3], predict the reactants needed to synthesize it. The reactants are: [C:1]([O:5][C:6](=[O:21])[CH2:7][C@@H:8]([CH2:12][CH2:13][CH2:14][C:15]1[CH:20]=[CH:19][CH:18]=[CH:17][CH:16]=1)[C:9]([OH:11])=[O:10])([CH3:4])([CH3:3])[CH3:2].[H][H].